Dataset: Full USPTO retrosynthesis dataset with 1.9M reactions from patents (1976-2016). Task: Predict the reactants needed to synthesize the given product. (1) Given the product [N:22]1[CH:21]=[C:20]([C:19]#[C:18][C:13]2[CH:12]=[C:11]([CH:16]=[CH:15][C:14]=2[CH3:17])[C:10]([NH:9][C:6]2[CH:7]=[CH:8][C:3]([CH2:2][N:1]3[CH2:41][CH2:40][N:38]([CH3:39])[CH2:37][CH2:36]3)=[C:4]([C:30]([F:32])([F:31])[F:33])[CH:5]=2)=[O:29])[N:24]2[C:23]=1[CH:28]=[CH:27][CH:26]=[N:25]2, predict the reactants needed to synthesize it. The reactants are: [NH2:1][CH2:2][C:3]1[CH:8]=[CH:7][C:6]([NH:9][C:10](=[O:29])[C:11]2[CH:16]=[CH:15][C:14]([CH3:17])=[C:13]([C:18]#[C:19][C:20]3[N:24]4[N:25]=[CH:26][CH:27]=[CH:28][C:23]4=[N:22][CH:21]=3)[CH:12]=2)=[CH:5][C:4]=1[C:30]([F:33])([F:32])[F:31].Cl.Cl[CH2:36][CH2:37][N:38]([CH2:40][CH2:41]Cl)[CH3:39].C(=O)([O-])[O-].[K+].[K+]. (2) Given the product [CH3:23][C:24]1[C:25]([O:32][C:31]2[N:29]=[CH:28][C:2]([NH:1][C:10]([C:3]3[C:4]4[C:9](=[CH:8][CH:7]=[CH:6][CH:5]=4)[NH:1][CH:2]=3)=[O:12])=[CH:3][CH:4]=2)=[CH:26][CH:27]=[CH:22][N:21]=1, predict the reactants needed to synthesize it. The reactants are: [NH:1]1[C:9]2[C:4](=[CH:5][CH:6]=[CH:7][CH:8]=2)[C:3]([C:10]([OH:12])=O)=[CH:2]1.[CH2:25]1[CH2:26][CH2:27][CH:22]([N:21]=C=[N:21][CH:22]2[CH2:27][CH2:26][CH2:25][CH2:24][CH2:23]2)[CH2:23][CH2:24]1.[CH3:28][N:29]([CH:31]=[O:32])C.